This data is from Forward reaction prediction with 1.9M reactions from USPTO patents (1976-2016). The task is: Predict the product of the given reaction. (1) The product is: [Cl:1][C:2]1[CH:7]=[C:6]([Cl:8])[CH:5]=[CH:4][C:3]=1[C:9]1[C:10]([CH3:16])=[N+:11]([O-:25])[CH:12]=[C:13]([CH3:15])[N:14]=1. Given the reactants [Cl:1][C:2]1[CH:7]=[C:6]([Cl:8])[CH:5]=[CH:4][C:3]=1[C:9]1[C:10]([CH3:16])=[N:11][CH:12]=[C:13]([CH3:15])[N:14]=1.C1C=C(Cl)C=C(C(OO)=[O:25])C=1, predict the reaction product. (2) Given the reactants C([O:3][C:4]([CH:6]1[CH2:9][C:8]([F:34])([C:10]2[CH:15]=[CH:14][C:13]([C:16]3[CH2:20][C:19]([C:25]4[CH:30]=[C:29]([Cl:31])[C:28]([Cl:32])=[C:27]([Cl:33])[CH:26]=4)([C:21]([F:24])([F:23])[F:22])[O:18][N:17]=3)=[CH:12][CH:11]=2)[CH2:7]1)=[O:5])C.[OH-].[Li+], predict the reaction product. The product is: [F:34][C:8]1([C:10]2[CH:15]=[CH:14][C:13]([C:16]3[CH2:20][C:19]([C:25]4[CH:26]=[C:27]([Cl:33])[C:28]([Cl:32])=[C:29]([Cl:31])[CH:30]=4)([C:21]([F:22])([F:23])[F:24])[O:18][N:17]=3)=[CH:12][CH:11]=2)[CH2:7][CH:6]([C:4]([OH:5])=[O:3])[CH2:9]1. (3) Given the reactants [CH:1]([C@H:14]1[N:19]2[CH2:20][CH2:21][N:22]([C:24](=[O:34])[CH2:25][O:26][CH2:27][C:28]3[CH:33]=[CH:32][CH:31]=[CH:30][CH:29]=3)[CH2:23][C@H:18]2[CH2:17][N:16](C(OC(C)(C)C)=O)[CH2:15]1)([C:8]1[CH:13]=[CH:12][CH:11]=[CH:10][CH:9]=1)[C:2]1[CH:7]=[CH:6][CH:5]=[CH:4][CH:3]=1.FC(F)(F)C(O)=O, predict the reaction product. The product is: [CH:1]([C@H:14]1[N:19]2[CH2:20][CH2:21][N:22]([C:24](=[O:34])[CH2:25][O:26][CH2:27][C:28]3[CH:33]=[CH:32][CH:31]=[CH:30][CH:29]=3)[CH2:23][C@H:18]2[CH2:17][NH:16][CH2:15]1)([C:2]1[CH:3]=[CH:4][CH:5]=[CH:6][CH:7]=1)[C:8]1[CH:13]=[CH:12][CH:11]=[CH:10][CH:9]=1. (4) The product is: [CH3:1][C:2]1[C:11]2[NH:12][C:14](=[O:15])[N:9]3[C:10]=2[C:5]([CH2:6][CH2:7][CH2:8]3)=[CH:4][CH:3]=1. Given the reactants [CH3:1][C:2]1[C:11]([NH2:12])=[C:10]2[C:5]([CH2:6][CH2:7][CH2:8][NH:9]2)=[CH:4][CH:3]=1.N[C:14](N)=[O:15], predict the reaction product. (5) Given the reactants [F:1][C:2]1[CH:3]=[C:4]([N:15]2[CH2:19][C@H:18]([C:20](OCCCC)=[O:21])[O:17][C:16]2=[O:27])[CH:5]=[C:6]([F:14])[C:7]=1[N:8]1[CH2:13][CH2:12][O:11][CH2:10][CH2:9]1.[NH3:28], predict the reaction product. The product is: [F:1][C:2]1[CH:3]=[C:4]([N:15]2[CH2:19][C@H:18]([C:20]([NH2:28])=[O:21])[O:17][C:16]2=[O:27])[CH:5]=[C:6]([F:14])[C:7]=1[N:8]1[CH2:13][CH2:12][O:11][CH2:10][CH2:9]1. (6) Given the reactants C(N(CC)CC)C.[NH2:8][CH2:9][CH2:10][CH2:11][N:12]1[C:24]2[C:23]3[CH:22]=[CH:21][CH:20]=[CH:19][C:18]=3[N:17]=[C:16]([NH2:25])[C:15]=2[N:14]=[C:13]1[CH2:26][CH2:27][CH2:28][CH3:29].[C:30](Cl)(=[O:37])[C:31]1[CH:36]=[CH:35][CH:34]=[CH:33][CH:32]=1, predict the reaction product. The product is: [NH2:25][C:16]1[C:15]2[N:14]=[C:13]([CH2:26][CH2:27][CH2:28][CH3:29])[N:12]([CH2:11][CH2:10][CH2:9][NH:8][C:30](=[O:37])[C:31]3[CH:36]=[CH:35][CH:34]=[CH:33][CH:32]=3)[C:24]=2[C:23]2[CH:22]=[CH:21][CH:20]=[CH:19][C:18]=2[N:17]=1. (7) Given the reactants [C:1]([N:4]1[C:10]2[CH:11]=[CH:12][CH:13]=[CH:14][C:9]=2[CH2:8][N:7]([S:15]([C:18]2[CH:23]=[CH:22][C:21]([O:24]C)=[CH:20][CH:19]=2)(=[O:17])=[O:16])[CH:6]([C:26]([O:28][CH3:29])=[O:27])[CH2:5]1)(=[O:3])[CH3:2].B(Br)(Br)Br.O, predict the reaction product. The product is: [C:1]([N:4]1[C:10]2[CH:11]=[CH:12][CH:13]=[CH:14][C:9]=2[CH2:8][N:7]([S:15]([C:18]2[CH:23]=[CH:22][C:21]([OH:24])=[CH:20][CH:19]=2)(=[O:17])=[O:16])[CH:6]([C:26]([O:28][CH3:29])=[O:27])[CH2:5]1)(=[O:3])[CH3:2].